Dataset: Reaction yield outcomes from USPTO patents with 853,638 reactions. Task: Predict the reaction yield, written as a fraction of the theoretical maximum amount of product (1.0 means a 100% yield; for example, 0.34 means a 34% yield). (1) The reactants are [OH:1][C:2]1[C:11]2[C:10](=[O:12])[O:9][C:8]([CH3:14])([CH3:13])[O:7][C:6]=2[CH:5]=[CH:4][CH:3]=1.C(=O)([O-])[O-].[K+].[K+].[CH2:21](Br)[C:22]1[CH:27]=[CH:26][CH:25]=[CH:24][CH:23]=1. The catalyst is CN(C)C=O. The product is [CH2:21]([O:1][C:2]1[C:11]2[C:10](=[O:12])[O:9][C:8]([CH3:14])([CH3:13])[O:7][C:6]=2[CH:5]=[CH:4][CH:3]=1)[C:22]1[CH:27]=[CH:26][CH:25]=[CH:24][CH:23]=1. The yield is 1.00. (2) The reactants are F[C:2]1[CH:9]=[CH:8][C:5]([C:6]#[N:7])=[C:4]([C:10]([F:13])([F:12])[F:11])[CH:3]=1.[I:14][C:15]1[CH:20]=[CH:19][C:18]([OH:21])=[CH:17][CH:16]=1.C(=O)([O-])[O-].[Na+].[Na+]. The catalyst is CN(C=O)C.O. The product is [I:14][C:15]1[CH:20]=[CH:19][C:18]([O:21][C:2]2[CH:9]=[CH:8][C:5]([C:6]#[N:7])=[C:4]([C:10]([F:13])([F:12])[F:11])[CH:3]=2)=[CH:17][CH:16]=1. The yield is 0.690. (3) The reactants are Cl.Cl.[F:3][C:4]1[CH:5]=[C:6]([C:10]2([CH2:16][CH2:17][N:18]3[CH:23]4[CH2:24][CH2:25][CH:19]3[CH2:20][CH:21]([N:26]3[C:30]5[CH:31]=[CH:32][CH:33]=[CH:34][C:29]=5[N:28]=[C:27]3[CH3:35])[CH2:22]4)[CH2:15][CH2:14][NH:13][CH2:12][CH2:11]2)[CH:7]=[CH:8][CH:9]=1.[F:36][C:37]([F:47])([F:46])[C:38]1[C:42]([C:43]([OH:45])=O)=CNN=1.C(N(CC)C(C)C)(C)C.F[P-](F)(F)(F)(F)F.[N:64]1(OC(N(C)C)=[N+](C)C)[C:68]2N=CC=[CH:72][C:67]=2N=N1. The catalyst is CN(C)C=O. The product is [F:3][C:4]1[CH:5]=[C:6]([C:10]2([CH2:16][CH2:17][N:18]3[CH:23]4[CH2:24][CH2:25][CH:19]3[CH2:20][CH:21]([N:26]3[C:30]5[CH:31]=[CH:32][CH:33]=[CH:34][C:29]=5[N:28]=[C:27]3[CH3:35])[CH2:22]4)[CH2:11][CH2:12][N:13]([C:43]([C:42]3[C:38]([C:37]([F:36])([F:46])[F:47])=[CH:72][CH:67]=[CH:68][N:64]=3)=[O:45])[CH2:14][CH2:15]2)[CH:7]=[CH:8][CH:9]=1. The yield is 0.200. (4) The reactants are C1(C)C=CC(S(O)(=O)=O)=CC=1.C(O[C:15](=[O:31])[C:16](=[CH:22][NH:23][C:24]1[CH:29]=[CH:28][CH:27]=[CH:26][C:25]=1[I:30])[C:17]([O:19][CH2:20][CH3:21])=[O:18])C. The catalyst is C1(OC2C=CC=CC=2)C=CC=CC=1. The product is [CH2:20]([O:19][C:17]([C:16]1[C:15](=[O:31])[C:29]2[C:24](=[C:25]([I:30])[CH:26]=[CH:27][CH:28]=2)[NH:23][CH:22]=1)=[O:18])[CH3:21]. The yield is 0.460. (5) The reactants are [CH2:1]([O:3][C:4]([C:6]1[N:7]=[C:8]2[C:13]([C:14]([CH3:16])=[CH2:15])=[CH:12][C:11]([C:17]3[CH:22]=[CH:21][CH:20]=[CH:19][CH:18]=3)=[CH:10][N:9]2[CH:23]=1)=[O:5])C. The catalyst is CCO.[Pd]. The product is [CH3:1][O:3][C:4]([C:6]1[N:7]=[C:8]2[C:13]([CH:14]([CH3:16])[CH3:15])=[CH:12][C:11]([C:17]3[CH:18]=[CH:19][CH:20]=[CH:21][CH:22]=3)=[CH:10][N:9]2[CH:23]=1)=[O:5]. The yield is 0.350.